Dataset: Peptide-MHC class II binding affinity with 134,281 pairs from IEDB. Task: Regression. Given a peptide amino acid sequence and an MHC pseudo amino acid sequence, predict their binding affinity value. This is MHC class II binding data. The peptide sequence is PLSWSKEIYNYMEPY. The MHC is HLA-DPA10201-DPB11401 with pseudo-sequence HLA-DPA10201-DPB11401. The binding affinity (normalized) is 0.0387.